From a dataset of Full USPTO retrosynthesis dataset with 1.9M reactions from patents (1976-2016). Predict the reactants needed to synthesize the given product. (1) Given the product [CH2:12]([O:11][N:14]=[CH:6][C:5]1[CH:8]=[CH:9][C:2]([F:1])=[CH:3][CH:4]=1)[CH3:13], predict the reactants needed to synthesize it. The reactants are: [F:1][C:2]1[CH:9]=[CH:8][C:5]([CH:6]=O)=[CH:4][CH:3]=1.Cl.[O:11]([NH2:14])[CH2:12][CH3:13]. (2) Given the product [F:16][C:13]([F:14])([F:15])[C:10]1[CH:9]=[CH:8][C:7]([CH:6]=[C:50]2[CH2:51][CH2:52][N:47]([C:40]([O:42][C:43]([CH3:46])([CH3:45])[CH3:44])=[O:41])[CH2:48][CH2:49]2)=[CH:12][CH:11]=1, predict the reactants needed to synthesize it. The reactants are: [Br-].C(O[P+](OCC)(OCC)[CH2:6][C:7]1[CH:12]=[CH:11][C:10]([C:13]([F:16])([F:15])[F:14])=[CH:9][CH:8]=1)C.C1OCCOCCOCCOCCOC1.[H-].[Na+].[C:40]([N:47]1[CH2:52][CH2:51][C:50](=O)[CH2:49][CH2:48]1)([O:42][C:43]([CH3:46])([CH3:45])[CH3:44])=[O:41].